This data is from Reaction yield outcomes from USPTO patents with 853,638 reactions. The task is: Predict the reaction yield, written as a fraction of the theoretical maximum amount of product (1.0 means a 100% yield; for example, 0.34 means a 34% yield). (1) The reactants are [H-].[Na+].[CH3:3][C:4]1[CH:9]=[CH:8][N:7]=[C:6]([N:10]2[CH2:21][CH2:20][C:13]3([NH:18][C:17](=[O:19])[CH2:16][CH2:15][CH2:14]3)[CH2:12][CH2:11]2)[N:5]=1.Br[CH2:23][C:24]1[CH:29]=[CH:28][CH:27]=[CH:26][C:25]=1[N:30]1[N:34]=[CH:33][CH:32]=[N:31]1.O. The catalyst is CCCC[N+](CCCC)(CCCC)CCCC.[I-].C1COCC1. The product is [N:31]1[N:30]([C:25]2[CH:26]=[CH:27][CH:28]=[CH:29][C:24]=2[CH2:23][N:18]2[C:13]3([CH2:12][CH2:11][N:10]([C:6]4[N:5]=[C:4]([CH3:3])[CH:9]=[CH:8][N:7]=4)[CH2:21][CH2:20]3)[CH2:14][CH2:15][CH2:16][C:17]2=[O:19])[N:34]=[CH:33][CH:32]=1. The yield is 0.0600. (2) The reactants are [N+:1]([C:4]1[CH:8]=[CH:7][NH:6][N:5]=1)([O-:3])=[O:2].[H-].[Na+].Br[CH2:12][CH2:13][C:14]1[CH:19]=[CH:18][CH:17]=[CH:16][CH:15]=1. The catalyst is CN(C)C=O. The product is [N+:1]([C:4]1[CH:8]=[CH:7][N:6]([CH2:12][CH2:13][C:14]2[CH:19]=[CH:18][CH:17]=[CH:16][CH:15]=2)[N:5]=1)([O-:3])=[O:2]. The yield is 0.780. (3) The reactants are Br[C:2]1[CH:10]=[CH:9][C:5]([C:6]([OH:8])=[O:7])=[C:4]([CH3:11])[C:3]=1[N:12]=[C:13]1[CH2:18][CH2:17][CH2:16][CH2:15][S:14]1=[O:19].O1CCOC[CH2:21]1.C(=O)([O-])[O-].[K+].[K+].CB1OB(C)OB(C)O1. The catalyst is O.C(OCC)(=O)C. The product is [CH3:11][C:4]1[C:3]([N:12]=[C:13]2[CH2:18][CH2:17][CH2:16][CH2:15][S:14]2=[O:19])=[C:2]([CH3:21])[CH:10]=[CH:9][C:5]=1[C:6]([OH:8])=[O:7]. The yield is 0.740. (4) The reactants are [NH2:1][C:2]1[CH:7]=[CH:6][CH:5]=[CH:4][C:3]=1[NH:8][C:9]([C:11]1[CH:12]=[N:13][C:14]([N:17]2[CH2:22][CH2:21][NH:20][CH2:19][CH2:18]2)=[N:15][CH:16]=1)=[O:10].Br[CH2:24][CH2:25][O:26][C:27]1[CH:32]=[CH:31][CH:30]=[CH:29][CH:28]=1.C(N(CC)CC)C.[I-].[K+]. The catalyst is CN(C)C=O. The yield is 0.570. The product is [NH2:1][C:2]1[CH:7]=[CH:6][CH:5]=[CH:4][C:3]=1[NH:8][C:9]([C:11]1[CH:12]=[N:13][C:14]([N:17]2[CH2:18][CH2:19][N:20]([CH2:24][CH2:25][O:26][C:27]3[CH:32]=[CH:31][CH:30]=[CH:29][CH:28]=3)[CH2:21][CH2:22]2)=[N:15][CH:16]=1)=[O:10]. (5) No catalyst specified. The product is [C:17]([O:20][CH2:21][C:22]1[C:23]([N:31]2[CH2:42][CH2:41][N:40]3[C:33](=[CH:34][C:35]4[CH2:36][C:37]([CH3:44])([CH3:43])[CH2:38][C:39]=43)[C:32]2=[O:45])=[N:24][CH:25]=[CH:26][C:27]=1[C:2]1[CH:3]=[C:4]([NH:10][C:11]2[N:12]=[N:13][N:14]([CH3:16])[CH:15]=2)[C:5](=[O:9])[N:6]([CH3:8])[CH:7]=1)(=[O:19])[CH3:18]. The reactants are Br[C:2]1[CH:3]=[C:4]([NH:10][C:11]2[N:12]=[N:13][N:14]([CH3:16])[CH:15]=2)[C:5](=[O:9])[N:6]([CH3:8])[CH:7]=1.[C:17]([O:20][CH2:21][C:22]1[C:23]([N:31]2[CH2:42][CH2:41][N:40]3[C:33](=[CH:34][C:35]4[CH2:36][C:37]([CH3:44])([CH3:43])[CH2:38][C:39]=43)[C:32]2=[O:45])=[N:24][CH:25]=[CH:26][C:27]=1B(O)O)(=[O:19])[CH3:18]. The yield is 0.370. (6) The reactants are [N:1]1[CH:6]=[CH:5][CH:4]=[C:3]([C:7]([NH:9][C:10](=[O:14])OCC)=S)[CH:2]=1.[CH3:15][NH:16][NH2:17]. The catalyst is C1COCC1. The product is [CH3:15][N:16]1[C:10]([OH:14])=[N:9][C:7]([C:3]2[CH:2]=[N:1][CH:6]=[CH:5][CH:4]=2)=[N:17]1. The yield is 0.690. (7) The reactants are [Cl:1][C:2]1[CH:3]=[C:4]([C:9]2([C:26]([F:29])([F:28])[F:27])[O:13][N:12]=[C:11]([C:14]3[S:18][C:17]([C:19](Cl)=[O:20])=[C:16]4[CH2:22][CH2:23][CH2:24][CH2:25][C:15]=34)[CH2:10]2)[CH:5]=[C:6]([Cl:8])[CH:7]=1.[NH2:30][C:31]1[CH:39]=[CH:38][C:34]([C:35]([NH2:37])=[O:36])=[CH:33][CH:32]=1. The catalyst is N1C=CC=CC=1. The product is [C:35]([C:34]1[CH:38]=[CH:39][C:31]([NH:30][C:19]([C:17]2[S:18][C:14]([C:11]3[CH2:10][C:9]([C:4]4[CH:3]=[C:2]([Cl:1])[CH:7]=[C:6]([Cl:8])[CH:5]=4)([C:26]([F:27])([F:29])[F:28])[O:13][N:12]=3)=[C:15]3[CH2:25][CH2:24][CH2:23][CH2:22][C:16]=23)=[O:20])=[CH:32][CH:33]=1)(=[O:36])[NH2:37]. The yield is 0.620.